This data is from Full USPTO retrosynthesis dataset with 1.9M reactions from patents (1976-2016). The task is: Predict the reactants needed to synthesize the given product. (1) Given the product [CH:33]1[C:32]2[C:31](=[CH:30][CH:29]=[CH:28][CH:27]=2)[CH:26]=[CH:25][C:24]=1[CH2:23][O:22][CH:10]1[CH:9]([C:6]2[CH:7]=[CH:8][C:3]([CH:2]([S:45][C:44]3[NH:43][N:42]=[N:41][N:40]=3)[C:3]3[CH:8]=[CH:7][CH:6]=[CH:5][CH:4]=3)=[CH:4][CH:5]=2)[CH2:14][CH2:13][N:12]([C:15]([O:17][C:18]([CH3:19])([CH3:21])[CH3:20])=[O:16])[CH2:11]1, predict the reactants needed to synthesize it. The reactants are: O[CH2:2][C:3]1[CH:8]=[CH:7][C:6]([CH:9]2[CH2:14][CH2:13][N:12]([C:15]([O:17][C:18]([CH3:21])([CH3:20])[CH3:19])=[O:16])[CH2:11][CH:10]2[O:22][CH2:23][C:24]2[CH:33]=[CH:32][C:31]3[C:26](=[CH:27][CH:28]=[CH:29][CH:30]=3)[CH:25]=2)=[CH:5][CH:4]=1.C1([N:40]2[C:44]([S:45][S:45][C:44]3[N:43](C4C=CC=CC=4)[N:42]=[N:41][N:40]=3)=[N:43][N:42]=[N:41]2)C=CC=CC=1. (2) The reactants are: [CH2:1]([O:8][C:9]1[CH:10]=[C:11]([CH:44]=[CH:45][CH:46]=1)[CH2:12][C@@H:13]1[C@@H:17]([CH2:18][CH2:19][C@@H:20]([O:26][Si:27]([C:30]([CH3:33])([CH3:32])[CH3:31])([CH3:29])[CH3:28])[CH2:21][CH2:22][CH2:23][CH2:24][CH3:25])[C@H:16]([O:34][Si:35]([C:38]([CH3:41])([CH3:40])[CH3:39])([CH3:37])[CH3:36])[CH2:15][C@@H:14]1[CH2:42][OH:43])[C:2]1[CH:7]=[CH:6][CH:5]=[CH:4][CH:3]=1.C(N(CC)CC)C.[C:54]1([CH3:64])[CH:59]=[CH:58][C:57]([S:60](Cl)(=[O:62])=[O:61])=[CH:56][CH:55]=1.C([O-])(O)=O.[Na+]. Given the product [CH3:64][C:54]1[CH:59]=[CH:58][C:57]([S:60]([O:43][CH2:42][C@H:14]2[CH2:15][C@@H:16]([O:34][Si:35]([C:38]([CH3:41])([CH3:40])[CH3:39])([CH3:37])[CH3:36])[C@H:17]([CH2:18][CH2:19][C@@H:20]([O:26][Si:27]([C:30]([CH3:31])([CH3:32])[CH3:33])([CH3:28])[CH3:29])[CH2:21][CH2:22][CH2:23][CH2:24][CH3:25])[C@H:13]2[CH2:12][C:11]2[CH:44]=[CH:45][CH:46]=[C:9]([O:8][CH2:1][C:2]3[CH:7]=[CH:6][CH:5]=[CH:4][CH:3]=3)[CH:10]=2)(=[O:62])=[O:61])=[CH:56][CH:55]=1, predict the reactants needed to synthesize it.